Dataset: Forward reaction prediction with 1.9M reactions from USPTO patents (1976-2016). Task: Predict the product of the given reaction. The product is: [CH3:1][C:2]1[CH:3]=[CH:4][C:5]2[C:11]([N:12]3[CH2:17][CH2:16][N:15]([CH3:33])[C@@H:14]([CH2:18][CH2:19][C:20]4[CH:25]=[CH:24][CH:23]=[CH:22][CH:21]=4)[CH2:13]3)=[N:10][C:9]3[CH:26]=[CH:27][CH:28]=[CH:29][C:8]=3[NH:7][C:6]=2[CH:30]=1. Given the reactants [CH3:1][C:2]1[CH:3]=[CH:4][C:5]2[C:11]([N:12]3[CH2:17][CH2:16][NH:15][C@@H:14]([CH2:18][CH2:19][C:20]4[CH:25]=[CH:24][CH:23]=[CH:22][CH:21]=4)[CH2:13]3)=[N:10][C:9]3[CH:26]=[CH:27][CH:28]=[CH:29][C:8]=3[NH:7][C:6]=2[CH:30]=1.C=O.[C:33](O[BH-](OC(=O)C)OC(=O)C)(=O)C.[Na+], predict the reaction product.